Dataset: Catalyst prediction with 721,799 reactions and 888 catalyst types from USPTO. Task: Predict which catalyst facilitates the given reaction. (1) Reactant: [CH3:1][O:2][C:3]1[CH:11]=[C:10]2[C:6]([CH2:7][CH2:8][C:9]2=[O:12])=[CH:5][CH:4]=1.[BH4-].[Na+].[CH3:15]O. Product: [CH3:15][C:9]1([OH:12])[C:10]2[C:6](=[CH:5][CH:4]=[C:3]([O:2][CH3:1])[CH:11]=2)[CH2:7][CH2:8]1. The catalyst class is: 1. (2) Reactant: CC(C)([O-])C.[Na+].Cl.Cl.[NH2:9][C:10]1[CH:11]=[N:12][N:13]([CH2:15][C:16]([OH:18])=[O:17])[CH:14]=1.Cl[C:20]1[CH:25]=[C:24]([NH:26][C:27]2[CH:28]=[CH:29][CH:30]=[C:31]3[C:36]=2[C:35](=[O:37])[N:34]([CH3:38])[CH2:33][CH2:32]3)[C:23]([F:39])=[CH:22][N:21]=1.CC1(C)C2C=CC=C(P(C3C=CC=CC=3)C3C=CC=CC=3)C=2OC2C1=CC=CC=2P(C1C=CC=CC=1)C1C=CC=CC=1. Product: [F:39][C:23]1[C:24]([NH:26][C:27]2[CH:28]=[CH:29][CH:30]=[C:31]3[C:36]=2[C:35](=[O:37])[N:34]([CH3:38])[CH2:33][CH2:32]3)=[CH:25][C:20]([NH:9][C:10]2[CH:11]=[N:12][N:13]([CH2:15][C:16]([OH:18])=[O:17])[CH:14]=2)=[N:21][CH:22]=1. The catalyst class is: 62. (3) Reactant: O[CH:2]([C:11]1[CH:16]=[CH:15][N:14]=[C:13]([S:17][CH3:18])[N:12]=1)[C:3]1[CH:4]=[C:5]([CH:8]=[CH:9][CH:10]=1)[C:6]#[N:7].C1(P(C2C=CC=CC=2)C2C=CC=CC=2)C=CC=CC=1.C(Cl)(Cl)(Cl)[Cl:39]. Product: [Cl:39][CH:2]([C:11]1[CH:16]=[CH:15][N:14]=[C:13]([S:17][CH3:18])[N:12]=1)[C:3]1[CH:4]=[C:5]([CH:8]=[CH:9][CH:10]=1)[C:6]#[N:7]. The catalyst class is: 2. (4) Reactant: CC(O)(C(O)C[CH2:6][C@H:7]([C@@H:9]1[C@:26]2([CH3:27])[C@H:12]([C@H:13]3[C@H:23]([CH2:24][CH2:25]2)[C@:21]2([CH3:22])[C@@H:16]([CH2:17][C:18](=[O:28])[CH2:19][CH2:20]2)[CH2:15][C:14]3=[O:29])[CH2:11][CH2:10]1)[CH3:8])C.Cl[O-].[Ca+2].Cl[O-].S([O-])([O-])=O.[Na+].[Na+].Cl.[C:44]([OH:47])(=[O:46])[CH3:45]. Product: [O:28]=[C:18]1[CH2:19][CH2:20][C@@:21]2([CH3:22])[C@H:16]([CH2:15][C:14](=[O:29])[C@@H:13]3[C@@H:23]2[CH2:24][CH2:25][C@@:26]2([CH3:27])[C@H:12]3[CH2:11][CH2:10][C@@H:9]2[C@H:7]([CH3:8])[CH2:6][CH2:45][C:44]([OH:47])=[O:46])[CH2:17]1. The catalyst class is: 47. (5) Reactant: [CH2:1]([N:3]([CH2:7][CH3:8])[CH2:4][CH2:5][NH2:6])[CH3:2].S=[C:10]1[CH2:14][S:13][C:12](=[O:15])[NH:11]1.[F:16][C:17]([F:41])([F:40])[C:18]1[CH:35]=[C:34]([C:36]([F:39])([F:38])[F:37])[CH:33]=[CH:32][C:19]=1[CH2:20][O:21][C:22]1[C:23]([O:30][CH3:31])=[C:24]([CH:27]=[CH:28][CH:29]=1)[CH:25]=O.CC(C)([O-])C.[K+].[Cl-].[NH4+]. Product: [F:16][C:17]([F:40])([F:41])[C:18]1[CH:35]=[C:34]([C:36]([F:39])([F:38])[F:37])[CH:33]=[CH:32][C:19]=1[CH2:20][O:21][C:22]1[C:23]([O:30][CH3:31])=[C:24](/[CH:25]=[C:14]2/[C:10]([NH:6][CH2:5][CH2:4][N:3]([CH2:7][CH3:8])[CH2:1][CH3:2])=[N:11][C:12](=[O:15])[S:13]/2)[CH:27]=[CH:28][CH:29]=1. The catalyst class is: 8. (6) Reactant: CS([C:4]1[N:9]=[C:8]([C:10]2[N:14]3[CH:15]=[CH:16][CH:17]=[C:18]([C:19]([OH:22])([CH3:21])[CH3:20])[C:13]3=[N:12][CH:11]=2)[CH:7]=[CH:6][N:5]=1)=O.[NH2:23][CH:24]1[CH2:29][CH2:28][CH:27]([NH:30][S:31]([CH3:34])(=[O:33])=[O:32])[CH2:26][CH2:25]1. Product: [OH:22][C:19]([C:18]1[C:13]2[N:14]([C:10]([C:8]3[CH:7]=[CH:6][N:5]=[C:4]([NH:23][CH:24]4[CH2:29][CH2:28][CH:27]([NH:30][S:31]([CH3:34])(=[O:33])=[O:32])[CH2:26][CH2:25]4)[N:9]=3)=[CH:11][N:12]=2)[CH:15]=[CH:16][CH:17]=1)([CH3:20])[CH3:21]. The catalyst class is: 179.